Task: Predict hERG channel inhibition at various concentrations.. Dataset: hERG Central: cardiac toxicity at 1µM, 10µM, and general inhibition (1) The compound is COc1ccc(CCNC(=O)C(C)n2nc(C)c3c(C)n(-c4ccc(C)cc4)nc3c2=O)c(OC)c1. Results: hERG_inhib (hERG inhibition (general)): blocker. (2) The molecule is FC(F)(F)c1ccc(N2CCN(c3cc(-c4ccccc4)nc4ncnn34)CC2)nc1. Results: hERG_inhib (hERG inhibition (general)): blocker.